Regression. Given two drug SMILES strings and cell line genomic features, predict the synergy score measuring deviation from expected non-interaction effect. From a dataset of NCI-60 drug combinations with 297,098 pairs across 59 cell lines. (1) Drug 1: CCC1=CC2CC(C3=C(CN(C2)C1)C4=CC=CC=C4N3)(C5=C(C=C6C(=C5)C78CCN9C7C(C=CC9)(C(C(C8N6C)(C(=O)OC)O)OC(=O)C)CC)OC)C(=O)OC.C(C(C(=O)O)O)(C(=O)O)O. Drug 2: COC1=CC(=CC(=C1O)OC)C2C3C(COC3=O)C(C4=CC5=C(C=C24)OCO5)OC6C(C(C7C(O6)COC(O7)C8=CC=CS8)O)O. Cell line: EKVX. Synergy scores: CSS=41.6, Synergy_ZIP=-13.1, Synergy_Bliss=-7.27, Synergy_Loewe=-6.11, Synergy_HSA=-3.95. (2) Drug 1: CC1=C2C(C(=O)C3(C(CC4C(C3C(C(C2(C)C)(CC1OC(=O)C(C(C5=CC=CC=C5)NC(=O)OC(C)(C)C)O)O)OC(=O)C6=CC=CC=C6)(CO4)OC(=O)C)OC)C)OC. Drug 2: C1=CN(C=N1)CC(O)(P(=O)(O)O)P(=O)(O)O. Cell line: T-47D. Synergy scores: CSS=36.1, Synergy_ZIP=3.97, Synergy_Bliss=5.29, Synergy_Loewe=-3.20, Synergy_HSA=6.54. (3) Drug 1: CC(CN1CC(=O)NC(=O)C1)N2CC(=O)NC(=O)C2. Synergy scores: CSS=72.7, Synergy_ZIP=1.22, Synergy_Bliss=1.90, Synergy_Loewe=2.34, Synergy_HSA=3.21. Cell line: HT29. Drug 2: CCC1(CC2CC(C3=C(CCN(C2)C1)C4=CC=CC=C4N3)(C5=C(C=C6C(=C5)C78CCN9C7C(C=CC9)(C(C(C8N6C)(C(=O)OC)O)OC(=O)C)CC)OC)C(=O)OC)O.OS(=O)(=O)O. (4) Drug 1: CCC1=CC2CC(C3=C(CN(C2)C1)C4=CC=CC=C4N3)(C5=C(C=C6C(=C5)C78CCN9C7C(C=CC9)(C(C(C8N6C)(C(=O)OC)O)OC(=O)C)CC)OC)C(=O)OC.C(C(C(=O)O)O)(C(=O)O)O. Drug 2: C1C(C(OC1N2C=NC(=NC2=O)N)CO)O. Cell line: SF-268. Synergy scores: CSS=29.7, Synergy_ZIP=6.67, Synergy_Bliss=9.27, Synergy_Loewe=-9.32, Synergy_HSA=6.32. (5) Drug 1: CC1=CC=C(C=C1)C2=CC(=NN2C3=CC=C(C=C3)S(=O)(=O)N)C(F)(F)F. Drug 2: CN(CCCl)CCCl.Cl. Cell line: ACHN. Synergy scores: CSS=22.3, Synergy_ZIP=0.433, Synergy_Bliss=0.957, Synergy_Loewe=-26.2, Synergy_HSA=-0.319.